Task: Predict the reactants needed to synthesize the given product.. Dataset: Full USPTO retrosynthesis dataset with 1.9M reactions from patents (1976-2016) Given the product [CH3:1][O:2][C:3](=[O:18])[CH:4]([C:11]1[CH:16]=[CH:15][C:14]([C:20]#[C:19][C:21]2[CH:22]=[N:23][CH:24]=[N:25][CH:26]=2)=[CH:13][CH:12]=1)[CH2:5][CH:6]1[CH2:10][CH2:9][CH2:8][CH2:7]1, predict the reactants needed to synthesize it. The reactants are: [CH3:1][O:2][C:3](=[O:18])[CH:4]([C:11]1[CH:16]=[CH:15][C:14](I)=[CH:13][CH:12]=1)[CH2:5][CH:6]1[CH2:10][CH2:9][CH2:8][CH2:7]1.[C:19]([C:21]1[CH:22]=[N:23][CH:24]=[N:25][CH:26]=1)#[CH:20].[I-].